Dataset: Forward reaction prediction with 1.9M reactions from USPTO patents (1976-2016). Task: Predict the product of the given reaction. (1) Given the reactants Cl.[CH3:2][CH:3]([CH2:7][CH2:8][N:9]1[CH2:13][CH2:12][CH2:11][CH2:10]1)[C:4]([OH:6])=O.C(Cl)(=O)C(Cl)=O.C(OC([N:27]1[C:31]([NH2:32])=[CH:30][C:29]([C:33]2[CH:34]=[N:35][C:36]([CH3:39])=[CH:37][CH:38]=2)=[N:28]1)=O)(C)(C)C.NC1C=CNN=1.Cl.CCOCC.N, predict the reaction product. The product is: [CH3:2][CH:3]([CH2:7][CH2:8][N:9]1[CH2:13][CH2:12][CH2:11][CH2:10]1)[C:4]([NH:32][C:31]1[NH:27][N:28]=[C:29]([C:33]2[CH:34]=[N:35][C:36]([CH3:39])=[CH:37][CH:38]=2)[CH:30]=1)=[O:6]. (2) Given the reactants [NH2:1][C:2]1[CH:3]=[CH:4][C:5]2[O:10][CH2:9][CH2:8][N:7]([C:11]3[S:12][C:13]4[C:14](=[O:22])[NH:15][C:16]([CH3:21])([CH3:20])[CH2:17][C:18]=4[N:19]=3)[C:6]=2[CH:23]=1.[CH3:24][N:25]1[C:29]([CH:30]=O)=[CH:28][N:27]=[CH:26]1.C([BH3-])#N.[Na+], predict the reaction product. The product is: [CH3:20][C:16]1([CH3:21])[NH:15][C:14](=[O:22])[C:13]2[S:12][C:11]([N:7]3[C:6]4[CH:23]=[C:2]([NH:1][CH2:30][C:29]5[N:25]([CH3:24])[CH:26]=[N:27][CH:28]=5)[CH:3]=[CH:4][C:5]=4[O:10][CH2:9][CH2:8]3)=[N:19][C:18]=2[CH2:17]1. (3) Given the reactants C[O-].[Na+].CO.F[C:7]1[CH:16]=[C:15]([F:17])[CH:14]=[C:13]2[C:8]=1[C:9](=[O:34])[NH:10][C:11]([C:18]1[C:23]([NH:24][CH:25]3[CH2:30][CH2:29][N:28]([CH:31]([CH3:33])[CH3:32])[CH2:27][CH2:26]3)=[CH:22][CH:21]=[CH:20][N:19]=1)=[N:12]2.Cl.[C:36]([O-])([O-])=[O:37].[Na+].[Na+], predict the reaction product. The product is: [F:17][C:15]1[CH:14]=[C:13]2[C:8]([C:9](=[O:34])[NH:10][C:11]([C:18]3[C:23]([NH:24][CH:25]4[CH2:26][CH2:27][N:28]([CH:31]([CH3:32])[CH3:33])[CH2:29][CH2:30]4)=[CH:22][CH:21]=[CH:20][N:19]=3)=[N:12]2)=[C:7]([O:37][CH3:36])[CH:16]=1. (4) Given the reactants [OH:1][C:2]1[CH:7]=[CH:6][C:5]([C:8]2[CH:13]=[CH:12][C:11]([C:14]#[N:15])=[CH:10][CH:9]=2)=[CH:4][C:3]=1I.[CH3:17][O:18][CH:19]=[CH:20][CH:21]=[CH2:22].C(=O)(O)[O-].[Na+], predict the reaction product. The product is: [CH3:17][O:18]/[CH:19]=[CH:20]/[CH:21]1[CH2:22][C:3]2[CH:4]=[C:5]([C:8]3[CH:13]=[CH:12][C:11]([C:14]#[N:15])=[CH:10][CH:9]=3)[CH:6]=[CH:7][C:2]=2[O:1]1.